Dataset: Peptide-MHC class I binding affinity with 185,985 pairs from IEDB/IMGT. Task: Regression. Given a peptide amino acid sequence and an MHC pseudo amino acid sequence, predict their binding affinity value. This is MHC class I binding data. (1) The binding affinity (normalized) is 0.224. The MHC is H-2-Db with pseudo-sequence H-2-Db. The peptide sequence is AAVVISAFI. (2) The peptide sequence is FAEGVVAFL. The MHC is HLA-A03:01 with pseudo-sequence HLA-A03:01. The binding affinity (normalized) is 0.0847. (3) The peptide sequence is EFLRYLLFG. The MHC is HLA-A24:02 with pseudo-sequence HLA-A24:02. The binding affinity (normalized) is 0.0953. (4) The peptide sequence is AKQPATLRKY. The MHC is HLA-A30:02 with pseudo-sequence HLA-A30:02. The binding affinity (normalized) is 0.208. (5) The peptide sequence is TLFIDRGSI. The MHC is HLA-A68:02 with pseudo-sequence HLA-A68:02. The binding affinity (normalized) is 0.520. (6) The peptide sequence is VCSFYADPK. The MHC is HLA-A68:01 with pseudo-sequence HLA-A68:01. The binding affinity (normalized) is 0.201. (7) The peptide sequence is STEINQPFI. The MHC is H-2-Db with pseudo-sequence H-2-Db. The binding affinity (normalized) is 0.140.